Dataset: Full USPTO retrosynthesis dataset with 1.9M reactions from patents (1976-2016). Task: Predict the reactants needed to synthesize the given product. (1) Given the product [CH2:1]([O:8][C:9]1[CH:14]=[C:13](/[CH:33]=[CH:32]/[CH2:31][CH2:30][N:34]2[C:42](=[O:43])[C:41]3[C:36](=[CH:37][CH:38]=[CH:39][CH:40]=3)[C:35]2=[O:44])[CH:12]=[CH:11][C:10]=1[N:16]1[CH2:17][C:18](=[O:29])[N:19]([CH2:23][CH2:24][Si:25]([CH3:28])([CH3:27])[CH3:26])[S:20]1(=[O:22])=[O:21])[C:2]1[CH:7]=[CH:6][CH:5]=[CH:4][CH:3]=1, predict the reactants needed to synthesize it. The reactants are: [CH2:1]([O:8][C:9]1[CH:14]=[C:13](I)[CH:12]=[CH:11][C:10]=1[N:16]1[S:20](=[O:22])(=[O:21])[N:19]([CH2:23][CH2:24][Si:25]([CH3:28])([CH3:27])[CH3:26])[C:18](=[O:29])[CH2:17]1)[C:2]1[CH:7]=[CH:6][CH:5]=[CH:4][CH:3]=1.[CH2:30]([N:34]1[C:42](=[O:43])[C:41]2[C:36](=[CH:37][CH:38]=[CH:39][CH:40]=2)[C:35]1=[O:44])[CH2:31][CH:32]=[CH2:33].C(N(CC)CC)C. (2) Given the product [C:4]([OH:5])(=[O:3])[CH3:6].[CH2:1]([O:3][C:4]([C:6]1[CH:7]=[N:8][NH:9][C:10]=1[N:11]1[C:15](=[O:16])[NH:14][C:13]([CH:17]([NH:18][C:19]2[CH:20]=[CH:21][C:22]([C:25](=[NH:26])[NH2:29])=[CH:23][CH:24]=2)[C:31]2[CH:41]=[C:40]([O:42][CH3:43])[C:34]3[O:35][CH2:36][CH2:37][CH2:38][O:39][C:33]=3[C:32]=2[F:44])=[N:12]1)=[O:5])[CH3:2], predict the reactants needed to synthesize it. The reactants are: [CH2:1]([O:3][C:4]([C:6]1[CH:7]=[N:8][NH:9][C:10]=1[N:11]1[C:15](=[O:16])[NH:14][C:13]([CH:17]([C:31]2[CH:41]=[C:40]([O:42][CH3:43])[C:34]3[O:35][CH2:36][CH2:37][CH2:38][O:39][C:33]=3[C:32]=2[F:44])[NH:18][C:19]2[CH:24]=[CH:23][C:22]([C:25]3[N:29]=C(C)O[N:26]=3)=[CH:21][CH:20]=2)=[N:12]1)=[O:5])[CH3:2].FC1C=C(OC)C(OC)=CC=1C(NC1C=CC(C2N=C(C)ON=2)=CC=1)C1NC(=O)N(C2C=CC=CC=2C(O)=O)N=1.FC(F)(F)C(O)=O. (3) Given the product [CH2:1]([S:3][C:4]([O:5][CH2:6][O:14][C:9](=[O:13])[CH:10]([CH3:12])[CH3:11])=[O:8])[CH3:2], predict the reactants needed to synthesize it. The reactants are: [CH2:1]([S:3][C:4](=[O:8])[O:5][CH2:6]Cl)[CH3:2].[C:9]([O-:14])(=[O:13])[CH:10]([CH3:12])[CH3:11].[Cs+]. (4) Given the product [Br:1][C:29]1[CH:28]=[CH:27][C:25]2[N:26]=[C:22]([C:19]3[CH:18]=[CH:17][C:16]([O:15][CH2:3][CH2:4][CH2:5][CH2:6][CH2:7][CH2:8][CH2:9][CH2:10][CH2:11][CH2:12][CH2:13][CH3:14])=[CH:21][CH:20]=3)[S:23][C:24]=2[CH:30]=1, predict the reactants needed to synthesize it. The reactants are: [Br:1]Br.[CH2:3]([O:15][C:16]1[CH:21]=[CH:20][C:19]([C:22]2[S:23][C:24]3[CH:30]=[CH:29][CH:28]=[CH:27][C:25]=3[N:26]=2)=[CH:18][CH:17]=1)[CH2:4][CH2:5][CH2:6][CH2:7][CH2:8][CH2:9][CH2:10][CH2:11][CH2:12][CH2:13][CH3:14].S(S([O-])=O)([O-])(=O)=O.[Na+].[Na+]. (5) The reactants are: [OH:1][C:2]1[N:6]([CH3:7])[N:5]=[C:4]([C:8]([F:11])([F:10])[F:9])[CH:3]=1.[C:12](=[O:15])([O-])[O-].[K+].[K+].C=O.[CH:20](Br)([CH3:22])[CH3:21]. Given the product [OH:15][CH2:12][C:3]1[C:4]([C:8]([F:11])([F:10])[F:9])=[N:5][N:6]([CH3:7])[C:2]=1[O:1][CH:20]([CH3:22])[CH3:21], predict the reactants needed to synthesize it. (6) Given the product [Cl:1][C:2]1[CH:3]=[CH:4][C:5]([CH2:8][O:15][C:17]2[CH:22]=[CH:21][N+:20]([O-:23])=[CH:19][CH:18]=2)=[N:6][CH:7]=1, predict the reactants needed to synthesize it. The reactants are: [Cl:1][C:2]1[CH:3]=[CH:4][C:5]([CH:8]([OH:15])C2C=CC=CC=2)=[N:6][CH:7]=1.Cl[C:17]1[CH:22]=[CH:21][N+:20]([O-:23])=[CH:19][CH:18]=1.